From a dataset of Full USPTO retrosynthesis dataset with 1.9M reactions from patents (1976-2016). Predict the reactants needed to synthesize the given product. (1) The reactants are: Cl[CH2:2][C:3]([N:5]1[CH2:10][CH2:9][N:8]([CH2:11][CH2:12][O:13][C:14]2[CH:23]=[C:22]3[C:17]([C:18]([O:24][C:25]4[CH:26]=[C:27]5[C:31](=[CH:32][CH:33]=4)[NH:30][C:29]([CH3:34])=[CH:28]5)=[N:19][CH:20]=[N:21]3)=[CH:16][C:15]=2[O:35][CH3:36])[CH2:7][CH2:6]1)=[O:4].[NH:37]1[CH2:41][CH2:40][CH2:39][CH2:38]1.[I-].[K+]. Given the product [CH3:36][O:35][C:15]1[CH:16]=[C:17]2[C:22](=[CH:23][C:14]=1[O:13][CH2:12][CH2:11][N:8]1[CH2:7][CH2:6][N:5]([C:3](=[O:4])[CH2:2][N:37]3[CH2:41][CH2:40][CH2:39][CH2:38]3)[CH2:10][CH2:9]1)[N:21]=[CH:20][N:19]=[C:18]2[O:24][C:25]1[CH:26]=[C:27]2[C:31](=[CH:32][CH:33]=1)[NH:30][C:29]([CH3:34])=[CH:28]2, predict the reactants needed to synthesize it. (2) The reactants are: [C:1]([C:5]1[CH:18]=[CH:17][C:8]([O:9][CH2:10][CH:11]2[O:15][C:14]([NH2:16])=[N:13][CH2:12]2)=[CH:7][CH:6]=1)([CH3:4])([CH3:3])[CH3:2].[C:19](OCC)(=[O:22])[CH:20]=[CH2:21]. Given the product [C:1]([C:5]1[CH:18]=[CH:17][C:8]([O:9][CH2:10][CH:11]2[O:15][C:14]3=[N:16][C:19](=[O:22])[CH2:20][CH2:21][N:13]3[CH2:12]2)=[CH:7][CH:6]=1)([CH3:4])([CH3:2])[CH3:3], predict the reactants needed to synthesize it. (3) The reactants are: [C:1]([O:5][C:6]([N:8]1[CH2:11][CH2:10][C@H:9]1[CH2:12][O:13][C:14]1[CH:15]=[C:16]([CH2:20][CH2:21][C:22]2[CH:23]=[C:24]([CH2:28][N:29]=[N+]=[N-])[CH:25]=[CH:26][CH:27]=2)[CH:17]=[N:18][CH:19]=1)=[O:7])([CH3:4])([CH3:3])[CH3:2]. Given the product [C:1]([O:5][C:6]([N:8]1[CH2:11][CH2:10][C@H:9]1[CH2:12][O:13][C:14]1[CH:15]=[C:16]([CH2:20][CH2:21][C:22]2[CH:23]=[C:24]([CH2:28][NH2:29])[CH:25]=[CH:26][CH:27]=2)[CH:17]=[N:18][CH:19]=1)=[O:7])([CH3:4])([CH3:2])[CH3:3], predict the reactants needed to synthesize it. (4) Given the product [CH3:19][O:18][C:17]1[C:11]2[C:10]([N:20]3[CH2:25][CH2:24][CH:23]([C:26]#[N:27])[CH2:22][CH2:21]3)=[N:9][C:8]([C:6]3[CH:5]=[CH:4][N:3]=[C:2]([NH:28][C:29]4[CH:34]=[CH:33][CH:32]=[CH:31][CH:30]=4)[CH:7]=3)=[N:13][C:12]=2[CH:14]=[N:15][CH:16]=1, predict the reactants needed to synthesize it. The reactants are: Cl[C:2]1[CH:7]=[C:6]([C:8]2[N:9]=[C:10]([N:20]3[CH2:25][CH2:24][CH:23]([C:26]#[N:27])[CH2:22][CH2:21]3)[C:11]3[C:17]([O:18][CH3:19])=[CH:16][N:15]=[CH:14][C:12]=3[N:13]=2)[CH:5]=[CH:4][N:3]=1.[NH2:28][C:29]1[CH:34]=[CH:33][CH:32]=[CH:31][CH:30]=1. (5) Given the product [CH2:9]([O:8][C:7]1[CH:6]=[CH:5][C:4]([S:11]([NH2:14])(=[O:12])=[O:13])=[CH:3][C:2]=1[N:1]=[C:16]=[S:17])[CH3:10], predict the reactants needed to synthesize it. The reactants are: [NH2:1][C:2]1[CH:3]=[C:4]([S:11]([NH2:14])(=[O:13])=[O:12])[CH:5]=[CH:6][C:7]=1[O:8][CH2:9][CH3:10].N(C1C=C(S(N)(=O)=O)C=CC=1OC)=[C:16]=[S:17]. (6) Given the product [Br:20][C:21]1[N:22]=[C:23]([C:6]2[CH:7]=[CH:8][N:9]=[CH:10][CH:11]=2)[CH:24]=[CH:25][CH:26]=1, predict the reactants needed to synthesize it. The reactants are: C([Sn](CCCC)(CCCC)[C:6]1[CH:11]=[CH:10][N:9]=[CH:8][CH:7]=1)CCC.[Br:20][C:21]1[CH:26]=[CH:25][CH:24]=[C:23](Br)[N:22]=1. (7) Given the product [C:34]([C:31]1[CH:32]=[C:33]2[C:28](=[CH:29][C:30]=1[O:37][CH3:38])[N:27]=[CH:26][CH:25]=[C:24]2[O:23][C:20]1[CH:21]=[CH:22][C:17]([NH:16][C:15]([NH:3][CH2:1][CH3:2])=[O:14])=[C:18]([C:39]([F:41])([F:40])[F:42])[CH:19]=1)(=[O:36])[NH2:35], predict the reactants needed to synthesize it. The reactants are: [CH2:1]([NH2:3])[CH3:2].CS(C)=O.C1([O:14][C:15](=O)[NH:16][C:17]2[CH:22]=[CH:21][C:20]([O:23][C:24]3[C:33]4[C:28](=[CH:29][C:30]([O:37][CH3:38])=[C:31]([C:34](=[O:36])[NH2:35])[CH:32]=4)[N:27]=[CH:26][CH:25]=3)=[CH:19][C:18]=2[C:39]([F:42])([F:41])[F:40])C=CC=CC=1.O.